From a dataset of Catalyst prediction with 721,799 reactions and 888 catalyst types from USPTO. Predict which catalyst facilitates the given reaction. (1) Reactant: Cl[C:2]1[N:3]([CH2:25][CH:26]2[CH2:30][CH2:29][O:28][CH2:27]2)[C:4]2[C:9]([N:10]=1)=[C:8]([N:11]1[CH2:16][CH2:15][O:14][CH2:13][CH2:12]1)[N:7]=[C:6]([C:17]1[CH:18]=[N:19][C:20]([NH:23][CH3:24])=[N:21][CH:22]=1)[N:5]=2.[CH3:31][C@H:32]1[CH2:37][NH:36][CH2:35][C@@H:34]([CH3:38])[NH:33]1. Product: [CH3:31][C@H:32]1[NH:33][C@@H:34]([CH3:38])[CH2:35][N:36]([C:2]2[N:3]([CH2:25][CH:26]3[CH2:30][CH2:29][O:28][CH2:27]3)[C:4]3[C:9]([N:10]=2)=[C:8]([N:11]2[CH2:16][CH2:15][O:14][CH2:13][CH2:12]2)[N:7]=[C:6]([C:17]2[CH:18]=[N:19][C:20]([NH:23][CH3:24])=[N:21][CH:22]=2)[N:5]=3)[CH2:37]1. The catalyst class is: 16. (2) Reactant: [Br:1][C:2]1[N:3]=[C:4]([C:33]2[CH:38]=[CH:37][C:36]([C:39]([F:42])([F:41])[F:40])=[CH:35][CH:34]=2)[N:5](COCC[Si](C)(C)C)[C:6]=1[C:7]1[N:12]=[C:11]([NH:13][CH2:14][C@@H:15]([NH:17]C(=O)OC(C)(C)C)[CH3:16])[CH:10]=[CH:9][N:8]=1. Product: [Br:1][C:2]1[N:3]=[C:4]([C:33]2[CH:38]=[CH:37][C:36]([C:39]([F:42])([F:40])[F:41])=[CH:35][CH:34]=2)[NH:5][C:6]=1[C:7]1[N:12]=[C:11]([NH:13][CH2:14][C@@H:15]([NH2:17])[CH3:16])[CH:10]=[CH:9][N:8]=1. The catalyst class is: 209. (3) Reactant: [C:1]1([C:13]2[CH:18]=[CH:17][CH:16]=[CH:15][CH:14]=2)[CH:6]=[CH:5][C:4]([C:7]2[O:8][CH2:9][C:10](=O)[N:11]=2)=[CH:3][CH:2]=1.[F:19][C:20]([F:30])([F:29])[C:21]1[CH:22]=[C:23]([NH:27][NH2:28])[CH:24]=[CH:25][CH:26]=1. Product: [C:1]1([C:13]2[CH:18]=[CH:17][CH:16]=[CH:15][CH:14]=2)[CH:6]=[CH:5][C:4]([C:7]2[N:11]=[C:10]([CH2:9][OH:8])[N:27]([C:23]3[CH:24]=[CH:25][CH:26]=[C:21]([C:20]([F:19])([F:29])[F:30])[CH:22]=3)[N:28]=2)=[CH:3][CH:2]=1. The catalyst class is: 8. (4) Product: [ClH:2].[CH2:15]([O:17][C:18](=[O:21])[CH2:19][NH:20][CH2:3][C:4]1[N:8]([CH3:9])[C:7]2[CH:10]=[CH:11][CH:12]=[CH:13][C:6]=2[N:5]=1)[CH3:16]. The catalyst class is: 744. Reactant: Cl.[Cl:2][CH2:3][C:4]1[N:8]([CH3:9])[C:7]2[CH:10]=[CH:11][CH:12]=[CH:13][C:6]=2[N:5]=1.Cl.[CH2:15]([O:17][C:18](=[O:21])[CH2:19][NH2:20])[CH3:16].C(=O)([O-])[O-].[K+].[K+].[I-].[K+]. (5) Reactant: C(O[CH2:9][C:10]1[O:11][CH:12]=[C:13]([C:15]2[CH:20]=[CH:19][C:18]([Cl:21])=[CH:17][CH:16]=2)[N:14]=1)C1C=CC=CC=1.B(Br)(Br)[Br:23].C([O-])(O)=O.[Na+]. Product: [Br:23][CH2:9][C:10]1[O:11][CH:12]=[C:13]([C:15]2[CH:20]=[CH:19][C:18]([Cl:21])=[CH:17][CH:16]=2)[N:14]=1. The catalyst class is: 2. (6) The catalyst class is: 627. Reactant: [F:1][CH2:2][C:3]([O:5]CC)=O.[Cl:8][C:9]1[CH:18]=[CH:17][C:12]([CH2:13][CH2:14][Mg]Br)=[CH:11][CH:10]=1. Product: [Cl:8][C:9]1[CH:18]=[CH:17][C:12]([CH2:13][CH2:14][C:3](=[O:5])[CH2:2][F:1])=[CH:11][CH:10]=1. (7) Reactant: CC[O:3][C:4]([C@@H:6]1[CH2:10][C@@H:9]([CH:11]([CH3:13])[CH3:12])[C@H:8]([C:14]2[CH:19]=[CH:18][C:17]([O:20][CH3:21])=[C:16]([O:22][CH2:23][CH2:24][CH2:25][O:26][CH3:27])[CH:15]=2)[N:7]1[C:28]([O:30][C:31]([CH3:34])([CH3:33])[CH3:32])=[O:29])=O.[BH4-].[Li+]. Product: [C:31]([O:30][C:28]([N:7]1[C@H:6]([CH2:4][OH:3])[CH2:10][C@@H:9]([CH:11]([CH3:13])[CH3:12])[C@@H:8]1[C:14]1[CH:19]=[CH:18][C:17]([O:20][CH3:21])=[C:16]([O:22][CH2:23][CH2:24][CH2:25][O:26][CH3:27])[CH:15]=1)=[O:29])([CH3:34])([CH3:33])[CH3:32]. The catalyst class is: 7. (8) Reactant: [CH3:1][CH:2]1[NH:7][CH2:6][CH2:5][N:4]2[CH:8]=[CH:9][CH:10]=[C:3]12.[C:11]1(=[O:17])[O:16][C:14](=[O:15])[CH2:13][CH2:12]1. Product: [CH3:1][CH:2]1[N:7]([C:11](=[O:17])[CH2:12][CH2:13][C:14]([OH:16])=[O:15])[CH2:6][CH2:5][N:4]2[CH:8]=[CH:9][CH:10]=[C:3]12. The catalyst class is: 1. (9) Reactant: [OH:1][C:2]1[CH:3]=[C:4]([CH:7]=[CH:8][CH:9]=1)[CH2:5][OH:6].I[CH:11]([CH3:13])[CH3:12].C(=O)([O-])[O-].[Cs+].[Cs+]. Product: [CH:11]([O:1][C:2]1[CH:3]=[C:4]([CH:7]=[CH:8][CH:9]=1)[CH2:5][OH:6])([CH3:13])[CH3:12]. The catalyst class is: 18. (10) Reactant: [Cl:1][C:2]1[CH:7]=[CH:6][C:5]([N:8]2[C@@H:12]([C:13]3[CH:18]=[CH:17][CH:16]=[C:15]([C:19]([F:22])([F:21])[F:20])[CH:14]=3)[CH2:11][N:10]([CH2:23][CH2:24][C:25]#[N:26])[C:9]2=[O:27])=[CH:4][CH:3]=1.Cl.[NH2:29][OH:30].C([O-])([O-])=O.[K+].[K+]. Product: [Cl:1][C:2]1[CH:7]=[CH:6][C:5]([N:8]2[C@@H:12]([C:13]3[CH:18]=[CH:17][CH:16]=[C:15]([C:19]([F:22])([F:20])[F:21])[CH:14]=3)[CH2:11][N:10]([CH2:23][CH2:24][C:25](=[N:29][OH:30])[NH2:26])[C:9]2=[O:27])=[CH:4][CH:3]=1. The catalyst class is: 8.